From a dataset of Reaction yield outcomes from USPTO patents with 853,638 reactions. Predict the reaction yield, written as a fraction of the theoretical maximum amount of product (1.0 means a 100% yield; for example, 0.34 means a 34% yield). (1) The reactants are [CH3:1][O:2][C:3]([C:5]1[S:6][C:7]([C:12]([CH3:15])([CH3:14])[CH3:13])=[CH:8][C:9]=1[CH2:10]Br)=[O:4].[F:16][C:17]1[CH:24]=[C:23]([C:25]2[CH:30]=[C:29]([C:31]3[CH:32]=[N:33][N:34]([CH3:36])[CH:35]=3)[N:28]=[C:27]([O:37][CH3:38])[CH:26]=2)[CH:22]=[CH:21][C:18]=1[CH2:19][NH2:20].C([O-])([O-])=O.[Cs+].[Cs+]. The catalyst is C(#N)C. The product is [CH3:1][O:2][C:3]([C:5]1[S:6][C:7]([C:12]([CH3:15])([CH3:14])[CH3:13])=[CH:8][C:9]=1[CH2:10][NH:20][CH2:19][C:18]1[CH:21]=[CH:22][C:23]([C:25]2[CH:30]=[C:29]([C:31]3[CH:32]=[N:33][N:34]([CH3:36])[CH:35]=3)[N:28]=[C:27]([O:37][CH3:38])[CH:26]=2)=[CH:24][C:17]=1[F:16])=[O:4]. The yield is 0.260. (2) The reactants are [NH2:1][C:2]1[CH:7]=[CH:6][C:5](B(O)O)=[CH:4][CH:3]=1.[C:11]([O:15][C:16]([N:18]1[C@@H:23]([CH3:24])[CH:22]=[C:21](OS(C(F)(F)F)(=O)=O)[CH2:20][C@@H:19]1[CH3:33])=[O:17])([CH3:14])([CH3:13])[CH3:12]. No catalyst specified. The product is [C:11]([O:15][C:16]([N:18]1[CH:19]([CH3:33])[CH:20]=[C:21]([C:5]2[CH:6]=[CH:7][C:2]([NH2:1])=[CH:3][CH:4]=2)[CH2:22][CH:23]1[CH3:24])=[O:17])([CH3:14])([CH3:12])[CH3:13]. The yield is 0.570. (3) The reactants are Br[C:2]1[N:6]([CH2:7][C:8]2[CH:13]=[CH:12][C:11]([O:14][CH3:15])=[CH:10][CH:9]=2)[N:5]=[C:4]([O:16][CH3:17])[N:3]=1.[Cl:18][C:19]1[CH:24]=[C:23]([NH2:25])[CH:22]=[C:21]([Cl:26])[N:20]=1.CC([O-])(C)C.[Na+]. The catalyst is CN(C=O)C. The product is [Cl:18][C:19]1[CH:24]=[C:23]([NH:25][C:2]2[N:6]([CH2:7][C:8]3[CH:13]=[CH:12][C:11]([O:14][CH3:15])=[CH:10][CH:9]=3)[N:5]=[C:4]([O:16][CH3:17])[N:3]=2)[CH:22]=[C:21]([Cl:26])[N:20]=1. The yield is 0.550. (4) The reactants are [C:1]([O:5][C:6](=[O:27])[NH:7][C:8]1[CH:17]=[C:16]([O:18][CH2:19][C:20]2[CH:25]=[CH:24][CH:23]=[CH:22][CH:21]=2)[C:15]2[C:10](=[CH:11][CH:12]=[CH:13][C:14]=2[Br:26])[CH:9]=1)([CH3:4])([CH3:3])[CH3:2].CC1C=CC(S(O)(=O)=O)=CC=1.[I:39]NC(=O)CCC(N)=O. The catalyst is C1COCC1. The product is [C:1]([O:5][C:6](=[O:27])[NH:7][C:8]1[CH:17]=[C:16]([O:18][CH2:19][C:20]2[CH:21]=[CH:22][CH:23]=[CH:24][CH:25]=2)[C:15]2[C:10](=[CH:11][CH:12]=[CH:13][C:14]=2[Br:26])[C:9]=1[I:39])([CH3:4])([CH3:2])[CH3:3]. The yield is 0.940. (5) The reactants are C1([Mg]Br)CC1.F[CH:7]1[C:12](=O)[CH2:11][CH2:10][N:9]([C:14]([O:16][C:17]([CH3:20])([CH3:19])[CH3:18])=[O:15])[CH2:8]1.[O:21]1[CH2:25][CH2:24][CH2:23][CH2:22]1. No catalyst specified. The product is [CH:24]1([C:25]2([OH:21])[CH2:11][CH2:10][N:9]([C:14]([O:16][C:17]([CH3:18])([CH3:20])[CH3:19])=[O:15])[CH2:8][CH:7]2[CH3:12])[CH2:22][CH2:23]1. The yield is 0.850. (6) The reactants are C([O:4][CH2:5][C@@H:6]1[C@@H:11]([O:12]C(=O)C)[C@H:10]([O:16]C(=O)C)[C@H:9]([O:20]C(=O)C)[C@@H:8]([CH2:24]/[CH:25]=[CH:26]/[C:27]2[CH:32]=[CH:31][C:30]([C:33]#[C:34][C@@H:35]3[C@@H:40]([OH:41])[C@@H:39]([OH:42])[C@H:38]([OH:43])[C@@H:37]([CH2:44][OH:45])[O:36]3)=[CH:29][CH:28]=2)[O:7]1)(=O)C.CO[Na]. The catalyst is CO. The product is [OH:4][CH2:5][C@@H:6]1[C@@H:11]([OH:12])[C@H:10]([OH:16])[C@H:9]([OH:20])[C@@H:8]([CH2:24]/[CH:25]=[CH:26]/[C:27]2[CH:28]=[CH:29][C:30]([C:33]#[C:34][C@@H:35]3[C@@H:40]([OH:41])[C@@H:39]([OH:42])[C@H:38]([OH:43])[C@@H:37]([CH2:44][OH:45])[O:36]3)=[CH:31][CH:32]=2)[O:7]1. The yield is 0.200. (7) The reactants are C([N:4]1[C:12]2[C:7](=[CH:8][C:9]3[CH2:17][C@@H:16]([NH:18][C:19](=O)[O:20]CC4C=CC=CC=4)[C:15](=[O:29])[N:14]([CH2:30][C:31]4[CH:36]=[CH:35][CH:34]=[CH:33][CH:32]=4)[CH2:13][C:10]=3[CH:11]=2)[CH:6]=[N:5]1)(=O)C.[H][H].[C:39](Cl)(Cl)=[O:40].C1(C)C=CC=CC=1.C([O-])(=O)C.O=C1[N:64]([CH:65]2[CH2:70][CH2:69][NH2+:68][CH2:67][CH2:66]2)[CH2:63][C:62]2[C:57](=[CH:58][CH:59]=[CH:60][CH:61]=2)[NH:56]1.C(=O)([O-])[O-].[K+].[K+]. The catalyst is CO.C(O)(=O)C.[Pd]. The product is [CH2:30]([N:14]1[C:15](=[O:29])[C@H:16]([NH:18][C:19]([N:68]2[CH2:67][CH2:66][CH:65]([N:64]3[CH2:63][C:62]4[C:57](=[CH:58][CH:59]=[CH:60][CH:61]=4)[NH:56][C:39]3=[O:40])[CH2:70][CH2:69]2)=[O:20])[CH2:17][C:9]2[CH:8]=[C:7]3[C:12](=[CH:11][C:10]=2[CH2:13]1)[NH:4][N:5]=[CH:6]3)[C:31]1[CH:36]=[CH:35][CH:34]=[CH:33][CH:32]=1. The yield is 0.110.